From a dataset of NCI-60 drug combinations with 297,098 pairs across 59 cell lines. Regression. Given two drug SMILES strings and cell line genomic features, predict the synergy score measuring deviation from expected non-interaction effect. Drug 1: CC1C(C(CC(O1)OC2CC(CC3=C2C(=C4C(=C3O)C(=O)C5=C(C4=O)C(=CC=C5)OC)O)(C(=O)CO)O)N)O.Cl. Drug 2: C1=C(C(=O)NC(=O)N1)N(CCCl)CCCl. Cell line: HCT-15. Synergy scores: CSS=22.6, Synergy_ZIP=0.500, Synergy_Bliss=0.845, Synergy_Loewe=1.56, Synergy_HSA=0.873.